Dataset: Full USPTO retrosynthesis dataset with 1.9M reactions from patents (1976-2016). Task: Predict the reactants needed to synthesize the given product. (1) The reactants are: [N:1]([C@H:4]1[CH2:9][CH2:8][N:7]([CH2:10][CH2:11][N:12]2[C:21]3[C:16](=[C:17]([F:23])[CH:18]=[C:19]([F:22])[CH:20]=3)[CH:15]=[CH:14][C:13]2=[O:24])[CH2:6][C@H:5]1[OH:25])=[N+]=[N-].N[C@@H]1CCN(CCN2C3C(=C(F)C=C(F)C=3)C=CC2=O)C[C@@H]1C(OC)=O. Given the product [NH2:1][C@H:4]1[CH2:9][CH2:8][N:7]([CH2:10][CH2:11][N:12]2[C:21]3[C:16](=[C:17]([F:23])[CH:18]=[C:19]([F:22])[CH:20]=3)[CH:15]=[CH:14][C:13]2=[O:24])[CH2:6][C@H:5]1[OH:25], predict the reactants needed to synthesize it. (2) Given the product [NH:13]([C:2]1[C:11]2[C:6](=[CH:7][CH:8]=[CH:9][CH:10]=2)[N:5]=[CH:4][N:3]=1)[NH2:14], predict the reactants needed to synthesize it. The reactants are: Cl[C:2]1[C:11]2[C:6](=[CH:7][CH:8]=[CH:9][CH:10]=2)[N:5]=[CH:4][N:3]=1.O.[NH2:13][NH2:14]. (3) Given the product [CH3:31][C:29]1[N:23]=[C:8]2[C:7]([N:4]3[CH2:5][CH2:6][O:1][CH2:2][CH2:3]3)=[CH:12][C:11]([C:13]3[CH:18]=[CH:17][CH:16]=[CH:15][C:14]=3[C:19]([F:20])([F:21])[F:22])=[N:10][N:9]2[C:28]=1[C:27]([O:26][CH2:24][CH3:25])=[O:33], predict the reactants needed to synthesize it. The reactants are: [O:1]1[CH2:6][CH2:5][N:4]([C:7]2[CH:12]=[C:11]([C:13]3[CH:18]=[CH:17][CH:16]=[CH:15][C:14]=3[C:19]([F:22])([F:21])[F:20])[N:10]=[N:9][C:8]=2[NH2:23])[CH2:3][CH2:2]1.[CH2:24]([O:26][C:27](=[O:33])[CH:28](Cl)[C:29]([CH3:31])=O)[CH3:25]. (4) Given the product [Cl:24][CH2:20][C:13]1[N:14]=[C:15]([CH2:16][CH:17]([CH3:19])[CH3:18])[C:10]([C:3]2[C:2]([F:1])=[CH:7][N:6]=[C:5]([O:8][CH3:9])[CH:4]=2)=[N:11][CH:12]=1, predict the reactants needed to synthesize it. The reactants are: [F:1][C:2]1[C:3]([C:10]2[N:11]=[CH:12][C:13]([CH2:20]O)=[N:14][C:15]=2[CH2:16][CH:17]([CH3:19])[CH3:18])=[CH:4][C:5]([O:8][CH3:9])=[N:6][CH:7]=1.S(Cl)([Cl:24])=O. (5) Given the product [F:26][C:27]1[CH:32]=[C:31]([F:33])[CH:30]=[CH:29][C:28]=1[N:34]1[CH2:40][CH2:39][CH2:38][N:37]([CH2:6][CH2:7][N:8]2[C:16]3[N:15]=[C:14]([NH2:17])[N:13]4[N:18]=[C:19]([C:21]5[O:22][CH:23]=[CH:24][CH:25]=5)[N:20]=[C:12]4[C:11]=3[CH:10]=[CH:9]2)[CH2:36][CH2:35]1, predict the reactants needed to synthesize it. The reactants are: CS(O[CH2:6][CH2:7][N:8]1[C:16]2[N:15]=[C:14]([NH2:17])[N:13]3[N:18]=[C:19]([C:21]4[O:22][CH:23]=[CH:24][CH:25]=4)[N:20]=[C:12]3[C:11]=2[CH:10]=[CH:9]1)(=O)=O.[F:26][C:27]1[CH:32]=[C:31]([F:33])[CH:30]=[CH:29][C:28]=1[N:34]1[CH2:40][CH2:39][CH2:38][NH:37][CH2:36][CH2:35]1.CCN(C(C)C)C(C)C. (6) Given the product [Cl:30][C:19]1[CH:20]=[C:21]([C:22]2[CH:27]=[CH:26][CH:25]=[C:24]([F:28])[C:23]=2[F:29])[C:15]2[O:14][CH:13]([CH2:12][NH:32][CH3:31])[CH2:17][C:16]=2[CH:18]=1, predict the reactants needed to synthesize it. The reactants are: CC1C=CC(S(O[CH2:12][CH:13]2[CH2:17][C:16]3[CH:18]=[C:19]([Cl:30])[CH:20]=[C:21]([C:22]4[CH:27]=[CH:26][CH:25]=[C:24]([F:28])[C:23]=4[F:29])[C:15]=3[O:14]2)(=O)=O)=CC=1.[CH3:31][NH2:32]. (7) Given the product [Cl:18][C:19]1[CH:33]=[CH:32][C:22]2[NH:23][C:24]([C@@H:26]([NH:31][C:5](=[O:7])[C:4]3[CH:8]=[CH:9][C:10]([N:11]4[CH2:16][CH2:15][O:14][CH2:13][C:12]4=[O:17])=[C:2]([CH3:1])[CH:3]=3)[CH2:27][CH2:28][O:29][CH3:30])=[N:25][C:21]=2[CH:20]=1, predict the reactants needed to synthesize it. The reactants are: [CH3:1][C:2]1[CH:3]=[C:4]([CH:8]=[CH:9][C:10]=1[N:11]1[CH2:16][CH2:15][O:14][CH2:13][C:12]1=[O:17])[C:5]([OH:7])=O.[Cl:18][C:19]1[CH:33]=[CH:32][C:22]2[NH:23][C:24]([C@@H:26]([NH2:31])[CH2:27][CH2:28][O:29][CH3:30])=[N:25][C:21]=2[CH:20]=1.CN(C(ON1N=NC2C=CC=CC1=2)=[N+](C)C)C.[B-](F)(F)(F)F.CCN(C(C)C)C(C)C. (8) Given the product [CH:1]1([C:7]2[C:15]3[C:10](=[CH:11][C:12]([C:16]([OH:18])=[O:17])=[CH:13][CH:14]=3)[N:9]([C:27]3[CH:32]=[CH:31][CH:30]=[CH:29][CH:28]=3)[C:8]=2[C:20]2[CH:21]=[CH:22][CH:23]=[CH:24][CH:25]=2)[CH2:6][CH2:5][CH2:4][CH2:3][CH2:2]1, predict the reactants needed to synthesize it. The reactants are: [CH:1]1([C:7]2[C:15]3[C:10](=[CH:11][C:12]([C:16]([O:18]C)=[O:17])=[CH:13][CH:14]=3)[NH:9][C:8]=2[C:20]2[CH:25]=[CH:24][CH:23]=[CH:22][CH:21]=2)[CH2:6][CH2:5][CH2:4][CH2:3][CH2:2]1.Br[C:27]1[CH:32]=[CH:31][CH:30]=[CH:29][CH:28]=1.C([O-])([O-])=O.[Cs+].[Cs+].O[Li].O. (9) Given the product [C:7]([O:6][C:5]([NH:4][CH2:3][CH:2]([CH3:1])[CH2:12][NH:19][C@@H:18]([C:17]([O:16][CH3:15])=[O:21])[CH3:20])=[O:11])([CH3:8])([CH3:9])[CH3:10], predict the reactants needed to synthesize it. The reactants are: [CH3:1][CH:2]([CH:12]=O)[CH2:3][NH:4][C:5](=[O:11])[O:6][C:7]([CH3:10])([CH3:9])[CH3:8].Cl.[CH3:15][O:16][C:17](=[O:21])[C@@H:18]([CH3:20])[NH2:19].C(=O)([O-])[O-].[K+].[K+].C([BH3-])#N.[Na+].